From a dataset of Reaction yield outcomes from USPTO patents with 853,638 reactions. Predict the reaction yield, written as a fraction of the theoretical maximum amount of product (1.0 means a 100% yield; for example, 0.34 means a 34% yield). (1) The reactants are Cl[C:2]1[C:11]2[C:6](=[CH:7][CH:8]=[CH:9][CH:10]=2)[C:5]([Cl:12])=[N:4][N:3]=1.[C@H:13]12[CH2:19][C@H:16]([NH:17][CH2:18]1)[CH2:15][N:14]2[C:20]([O:22][C:23]([CH3:26])([CH3:25])[CH3:24])=[O:21]. No catalyst specified. The product is [Cl:12][C:5]1[C:6]2[C:11](=[CH:10][CH:9]=[CH:8][CH:7]=2)[C:2]([N:17]2[CH2:18][C@@H:13]3[CH2:19][C@H:16]2[CH2:15][N:14]3[C:20]([O:22][C:23]([CH3:26])([CH3:25])[CH3:24])=[O:21])=[N:3][N:4]=1. The yield is 0.620. (2) The reactants are [CH3:1][C:2]1[O:6][N:5]=[C:4]([C:7]2[CH:12]=[CH:11][C:10]([OH:13])=[CH:9][CH:8]=2)[N:3]=1.[C:14]([O:18][C:19]([N:21]1[CH2:26][CH2:25][CH:24]([N:27]2[C:31]3=[N:32][CH:33]=[N:34][C:35](Cl)=[C:30]3[CH:29]=[N:28]2)[CH2:23][CH2:22]1)=[O:20])([CH3:17])([CH3:16])[CH3:15].C(=O)([O-])[O-].[K+].[K+].C(=O)([O-])[O-].[Na+].[Na+]. The catalyst is CN(C)C=O. The product is [C:14]([O:18][C:19]([N:21]1[CH2:22][CH2:23][CH:24]([N:27]2[C:31]3=[N:32][CH:33]=[N:34][C:35]([O:13][C:10]4[CH:11]=[CH:12][C:7]([C:4]5[N:3]=[C:2]([CH3:1])[O:6][N:5]=5)=[CH:8][CH:9]=4)=[C:30]3[CH:29]=[N:28]2)[CH2:25][CH2:26]1)=[O:20])([CH3:17])([CH3:15])[CH3:16]. The yield is 0.200.